Dataset: Forward reaction prediction with 1.9M reactions from USPTO patents (1976-2016). Task: Predict the product of the given reaction. Given the reactants [C:1]([C:4]1[CH:27]=[CH:26][C:7]([O:8][CH2:9][C:10]2[CH:25]=[CH:24][C:13]([C:14]([C:16]3[CH:17]=[N:18][CH:19]=[C:20]([CH:23]=3)[C:21]#[N:22])=[O:15])=[CH:12][CH:11]=2)=[C:6]([CH2:28][CH2:29][CH3:30])[C:5]=1[OH:31])(=[O:3])[CH3:2].[N-:32]=[N+:33]=[N-:34].[Na+].Cl.C(N(CC)CC)C, predict the reaction product. The product is: [OH:31][C:5]1[C:6]([CH2:28][CH2:29][CH3:30])=[C:7]([O:8][CH2:9][C:10]2[CH:11]=[CH:12][C:13]([C:14]([C:16]3[CH:17]=[N:18][CH:19]=[C:20]([C:21]4[N:32]=[N:33][NH:34][N:22]=4)[CH:23]=3)=[O:15])=[CH:24][CH:25]=2)[CH:26]=[CH:27][C:4]=1[C:1](=[O:3])[CH3:2].